Dataset: Full USPTO retrosynthesis dataset with 1.9M reactions from patents (1976-2016). Task: Predict the reactants needed to synthesize the given product. (1) The reactants are: [F:1][C:2]1[C:3]([C:12]2[O:13][CH:14]=[CH:15][N:16]=2)=[C:4]([CH:9]=[CH:10][CH:11]=1)[C:5]([O:7]C)=[O:6].[OH-].[Na+].Cl. Given the product [F:1][C:2]1[C:3]([C:12]2[O:13][CH:14]=[CH:15][N:16]=2)=[C:4]([CH:9]=[CH:10][CH:11]=1)[C:5]([OH:7])=[O:6], predict the reactants needed to synthesize it. (2) The reactants are: [Cl:1][C:2](C)=[CH:3][C:4]1[CH:13]=[C:12]2C(C(C)=CC(=O)[O:11]2)=CC=1.[C:17]([O:22][C:23](=[O:27])[CH2:24][CH2:25][CH3:26])(=O)[CH2:18][CH2:19][CH3:20]. Given the product [Cl:1][CH2:2][CH:3]=[CH:4][C:13]1[C:12]([OH:11])=[CH:20][CH:19]=[C:18]2[C:17]=1[O:22][C:23](=[O:27])[CH:24]=[C:25]2[CH3:26], predict the reactants needed to synthesize it. (3) Given the product [CH3:12][C:13]1[CH:20]=[C:19]([CH3:21])[CH:18]=[CH:17][C:14]=1[CH:15]([C:7]1[S:11][CH:10]=[N:9][CH:8]=1)[NH2:16], predict the reactants needed to synthesize it. The reactants are: C([Mg]Cl)(C)C.Br[C:7]1[S:11][CH:10]=[N:9][CH:8]=1.[CH3:12][C:13]1[CH:20]=[C:19]([CH3:21])[CH:18]=[CH:17][C:14]=1[C:15]#[N:16].[BH4-].[Na+].[NH4+].[Cl-]. (4) Given the product [CH3:25][O:24][C:7]1[CH:6]=[CH:5][C:4]2[N:3]=[C:2]([NH:38][C:37]3[CH:39]=[CH:40][CH:41]=[C:35]([S:32]([N:29]4[CH2:30][CH2:31][O:26][CH2:27][CH2:28]4)(=[O:34])=[O:33])[CH:36]=3)[C:11]3=[N:12][NH:13][CH:14]=[C:10]3[C:9]=2[CH:8]=1, predict the reactants needed to synthesize it. The reactants are: Cl[C:2]1[C:11]2=[N:12][N:13](CC3C=CC(OC)=CC=3)[CH:14]=[C:10]2[C:9]2[CH:8]=[C:7]([O:24][CH3:25])[CH:6]=[CH:5][C:4]=2[N:3]=1.[O:26]1[CH2:31][CH2:30][N:29]([S:32]([C:35]2[CH:36]=[C:37]([CH:39]=[CH:40][CH:41]=2)[NH2:38])(=[O:34])=[O:33])[CH2:28][CH2:27]1.Cl.